This data is from Drug-target binding data from BindingDB patent sources. The task is: Regression. Given a target protein amino acid sequence and a drug SMILES string, predict the binding affinity score between them. We predict pAffinity (pAffinity = -log10(affinity in M)). Dataset: bindingdb_patent. (1) The small molecule is COc1ccc(CC(=O)NC(=N)N[C@H](CC2CCCCC2)C(=O)N[C@@H]2CCN(C2=O)c2cccc(Cl)c2)cc1OC. The target protein (P07339) has sequence MQPSSLLPLALCLLAAPASALVRIPLHKFTSIRRTMSEVGGSVEDLIAKGPVSKYSQAVPAVTEGPIPEVLKNYMDAQYYGEIGIGTPPQCFTVVFDTGSSNLWVPSIHCKLLDIACWIHHKYNSDKSSTYVKNGTSFDIHYGSGSLSGYLSQDTVSVPCQSASSASALGGVKVERQVFGEATKQPGITFIAAKFDGILGMAYPRISVNNVLPVFDNLMQQKLVDQNIFSFYLSRDPDAQPGGELMLGGTDSKYYKGSLSYLNVTRKAYWQVHLDQVEVASGLTLCKEGCEAIVDTGTSLMVGPVDEVRELQKAIGAVPLIQGEYMIPCEKVSTLPAITLKLGGKGYKLSPEDYTLKVSQAGKTLCLSGFMGMDIPPPSGPLWILGDVFIGRYYTVFDRDNNRVGFAEAARL. The pAffinity is 6.7. (2) The target protein (P05093) has sequence MWELVALLLLTLAYLFWPKRRCPGAKYPKSLLSLPLVGSLPFLPRHGHMHNNFFKLQKKYGPIYSVRMGTKTTVIVGHHQLAKEVLIKKGKDFSGRPQMATLDIASNNRKGIAFADSGAHWQLHRRLAMATFALFKDGDQKLEKIICQEISTLCDMLATHNGQSIDISFPVFVAVTNVISLICFNTSYKNGDPELNVIQNYNEGIIDNLSKDSLVDLVPWLKIFPNKTLEKLKSHVKIRNDLLNKILENYKEKFRSDSITNMLDTLMQAKMNSDNGNAGPDQDSELLSDNHILTTIGDIFGAGVETTTSVVKWTLAFLLHNPQVKKKLYEEIDQNVGFSRTPTISDRNRLLLLEATIREVLRLRPVAPMLIPHKANVDSSIGEFAVDKGTEVIINLWALHHNEKEWHQPDQFMPERFLNPAGTQLISPSVSYLPFGAGPRSCIGEILARQELFLIMAWLLQRFDLEVPDDGQLPSLEGIPKVVFLIDSFKVKIKVRQAWR.... The pAffinity is 8.5. The drug is CN[C@H]1C[C@H]2[C@@H]3CC=C(c4cccnc4)[C@@]3(C)CC[C@@H]2[C@@]2(C)CC[C@H](O)CC12. (3) The compound is COC(=O)c1ccccc1C(=O)N1CCC(CNC(=O)NC23CC4CC(CC(C4)C2)C3)CC1. The target protein (P07099) has sequence MWLEILLTSVLGFAIYWFISRDKEETLPLEDGWWGPGTRSAAREDDSIRPFKVETSDEEIHDLHQRIDKFRFTPPLEDSCFHYGFNSNYLKKVISYWRNEFDWKKQVEILNRYPHFKTKIEGLDIHFIHVKPPQLPAGHTPKPLLMVHGWPGSFYEFYKIIPLLTDPKNHGLSDEHVFEVICPSIPGYGFSEASSKKGFNSVATARIFYKLMLRLGFQEFYIQGGDWGSLICTNMAQLVPSHVKGLHLNMALVLSNFSTLTLLLGQRFGRFLGLTERDVELLYPVKEKVFYSLMRESGYMHIQCTKPDTVGSALNDSPVGLAAYILEKFSTWTNTEFRYLEDGGLERKFSLDDLLTNVMLYWTTGTIISSQRFYKENLGQGWMTQKHERMKVYVPTGFSAFPFELLHTPEKWVRFKYPKLISYSYMVRGGHFAAFEEPELLAQDIRKFLSVLERQ. The pAffinity is 8.7.